From a dataset of Reaction yield outcomes from USPTO patents with 853,638 reactions. Predict the reaction yield, written as a fraction of the theoretical maximum amount of product (1.0 means a 100% yield; for example, 0.34 means a 34% yield). The reactants are [H-].[Na+].[Br:3][C:4]1[CH:18]=[CH:17][C:7]([C:8]([C:10]2[CH:15]=[CH:14][C:13]([Br:16])=[CH:12][CH:11]=2)=O)=[CH:6][CH:5]=1.[C:19]([O:22][CH2:23][CH3:24])(=[O:21])[CH3:20]. The catalyst is C1COCC1.Cl. The product is [CH2:23]([O:22][C:19](=[O:21])[CH:20]=[C:8]([C:10]1[CH:15]=[CH:14][C:13]([Br:16])=[CH:12][CH:11]=1)[C:7]1[CH:17]=[CH:18][C:4]([Br:3])=[CH:5][CH:6]=1)[CH3:24]. The yield is 0.990.